Dataset: Reaction yield outcomes from USPTO patents with 853,638 reactions. Task: Predict the reaction yield, written as a fraction of the theoretical maximum amount of product (1.0 means a 100% yield; for example, 0.34 means a 34% yield). The reactants are CO[C:3]1[CH:12]=[CH:11]C2[C:5](=[CH:6]C=CC=2)[C:4]=1[O:13]C.[O:15]=[N+]([O-])[O-].[O-][N+](=O)[O-].[O-][N+](=O)[O-].[O-][N+](=O)[O-].[O-][N+](=O)[O-].[O-][N+](=O)[O-].[Ce+4].[NH4+].[NH4+]. The catalyst is CC#N.O. The product is [C:4]([O-:13])(=[O:15])[CH3:5].[CH3:11][CH2:12][CH2:3][CH2:4][CH2:5][CH3:6]. The yield is 0.800.